Regression/Classification. Given a drug SMILES string, predict its absorption, distribution, metabolism, or excretion properties. Task type varies by dataset: regression for continuous measurements (e.g., permeability, clearance, half-life) or binary classification for categorical outcomes (e.g., BBB penetration, CYP inhibition). Dataset: cyp3a4_veith. From a dataset of CYP3A4 inhibition data for predicting drug metabolism from PubChem BioAssay. (1) The molecule is CCCCc1c2ccccc2nc2[nH]c3ccccc3c12. The result is 1 (inhibitor). (2) The molecule is CCC(C)(C)C(=O)O[C@@H]1C[C@@H](C)C=C2C=C[C@H](C)[C@H](CC[C@@H]3C[C@@H](O)CC(=O)O3)[C@H]21. The result is 1 (inhibitor). (3) The molecule is CCOc1ccc(CN(C(=O)c2oc3ccccc3c2C)C2CCS(=O)(=O)C2)cc1. The result is 1 (inhibitor).